From a dataset of Full USPTO retrosynthesis dataset with 1.9M reactions from patents (1976-2016). Predict the reactants needed to synthesize the given product. (1) Given the product [Cl:1][C:2]1[CH:3]=[C:4]([S:8]([C:13]2[CH:21]=[C:20]([CH3:22])[C:19]3[N:18]([CH3:23])[C:17]4[CH2:24][CH:25]5[NH:29][CH:28]([C:16]=4[C:15]=3[C:14]=2[C:30]([O:32][C:33]([CH3:36])([CH3:35])[CH3:34])=[O:31])[CH2:27][CH2:26]5)(=[O:10])=[O:9])[CH:5]=[CH:6][CH:7]=1, predict the reactants needed to synthesize it. The reactants are: [Cl:1][C:2]1[CH:3]=[C:4]([S:8]([O-:10])=[O:9])[CH:5]=[CH:6][CH:7]=1.[Na+].Br[C:13]1[CH:21]=[C:20]([CH3:22])[C:19]2[N:18]([CH3:23])[C:17]3[CH2:24][CH:25]4[NH:29][CH:28]([C:16]=3[C:15]=2[C:14]=1[C:30]([O:32][C:33]([CH3:36])([CH3:35])[CH3:34])=[O:31])[CH2:27][CH2:26]4. (2) Given the product [BrH:2].[S:8]1[CH:12]=[CH:11][C:10]2[C:13]([N:17]3[CH2:18][CH2:19][N:20]([CH2:23][CH2:24][CH2:25][CH2:26][N:27]4[CH:36]=[CH:35][C:34]5[C:29](=[CH:30][C:31]([OH:37])=[CH:32][CH:33]=5)[C:28]4=[O:39])[CH2:21][CH2:22]3)=[CH:14][CH:15]=[CH:16][C:9]1=2, predict the reactants needed to synthesize it. The reactants are: B(Br)(Br)[Br:2].ClCCl.[S:8]1[CH:12]=[CH:11][C:10]2[C:13]([N:17]3[CH2:22][CH2:21][N:20]([CH2:23][CH2:24][CH2:25][CH2:26][N:27]4[CH:36]=[CH:35][C:34]5[C:29](=[CH:30][C:31]([O:37]C)=[CH:32][CH:33]=5)[C:28]4=[O:39])[CH2:19][CH2:18]3)=[CH:14][CH:15]=[CH:16][C:9]1=2. (3) Given the product [Cl:1][C:2]1[CH:7]=[CH:6][CH:5]=[C:4]([Cl:8])[C:3]=1[CH2:9][S:10]([C:13]1[CH:14]=[C:15]2[C:19](=[CH:20][CH:21]=1)[NH:18][C:17](=[O:22])/[C:16]/2=[CH:23]\[C:24]1[NH:28][C:27]([CH3:29])=[C:26]([CH2:30][C:31]([NH:56][CH2:57][CH:58]([OH:65])[CH2:59][N:60]2[CH2:64][CH2:63][CH2:62][CH2:61]2)=[O:32])[C:25]=1[CH3:34])(=[O:12])=[O:11], predict the reactants needed to synthesize it. The reactants are: [Cl:1][C:2]1[CH:7]=[CH:6][CH:5]=[C:4]([Cl:8])[C:3]=1[CH2:9][S:10]([C:13]1[CH:14]=[C:15]2[C:19](=[CH:20][CH:21]=1)[NH:18][C:17](=[O:22])/[C:16]/2=[CH:23]\[C:24]1[NH:28][C:27]([CH3:29])=[C:26]([CH2:30][C:31](O)=[O:32])[C:25]=1[CH3:34])(=[O:12])=[O:11].C1C=CC2N(O)N=NC=2C=1.CCN=C=NCCCN(C)C.[NH2:56][CH2:57][CH:58]([OH:65])[CH2:59][N:60]1[CH2:64][CH2:63][CH2:62][CH2:61]1.